This data is from Full USPTO retrosynthesis dataset with 1.9M reactions from patents (1976-2016). The task is: Predict the reactants needed to synthesize the given product. Given the product [CH3:16][C:17]1[CH:25]=[C:24]([O:26][CH2:27][C@@H:28]2[CH2:33][N:32]([CH3:34])[C:31]3[CH:35]=[CH:36][CH:37]=[CH:38][C:30]=3[O:29]2)[C:23]([CH3:39])=[CH:22][C:18]=1[C:19]([NH:1][C:2]1[CH:3]=[C:4]([C:9]([CH3:15])([CH3:14])[C:10]([OH:12])=[O:11])[CH:5]=[CH:6][C:7]=1[CH3:8])=[O:20], predict the reactants needed to synthesize it. The reactants are: [NH2:1][C:2]1[CH:3]=[C:4]([C:9]([CH3:15])([CH3:14])[C:10]([O:12]C)=[O:11])[CH:5]=[CH:6][C:7]=1[CH3:8].[CH3:16][C:17]1[CH:25]=[C:24]([O:26][CH2:27][C@@H:28]2[CH2:33][N:32]([CH3:34])[C:31]3[CH:35]=[CH:36][CH:37]=[CH:38][C:30]=3[O:29]2)[C:23]([CH3:39])=[CH:22][C:18]=1[C:19](Cl)=[O:20].OC1C(C)=CC(C(OC)=O)=C(C)C=1.